This data is from Reaction yield outcomes from USPTO patents with 853,638 reactions. The task is: Predict the reaction yield, written as a fraction of the theoretical maximum amount of product (1.0 means a 100% yield; for example, 0.34 means a 34% yield). (1) The reactants are [Br:1][C:2]1[C:3](F)=[C:4]2[C:10]([NH:11][C:12]([C:14]3[CH:23]=[N:22][C:21]4[C:16](=[CH:17][CH:18]=[CH:19][CH:20]=4)[N:15]=3)=[O:13])=[CH:9][NH:8][C:5]2=[N:6][CH:7]=1.[NH:25]1[CH2:30][CH2:29][CH2:28][C@@H:27]([NH:31][C:32](=[O:38])[O:33][C:34]([CH3:37])([CH3:36])[CH3:35])[CH2:26]1. The catalyst is CCCCO. The product is [Br:1][C:2]1[C:3]([N:25]2[CH2:30][CH2:29][CH2:28][C@@H:27]([NH:31][C:32](=[O:38])[O:33][C:34]([CH3:36])([CH3:35])[CH3:37])[CH2:26]2)=[C:4]2[C:10]([NH:11][C:12]([C:14]3[CH:23]=[N:22][C:21]4[C:16](=[CH:17][CH:18]=[CH:19][CH:20]=4)[N:15]=3)=[O:13])=[CH:9][NH:8][C:5]2=[N:6][CH:7]=1. The yield is 0.110. (2) The yield is 0.930. The product is [F:2][C:3]1[CH:4]=[N:5][C:6]([N:9]2[C:17]3[CH2:16][C@H:15]([CH3:18])[N:14]([C:29]([C:28]4[CH:32]=[CH:33][CH:34]=[C:35]([C:36]([F:37])([F:38])[F:39])[C:27]=4[F:26])=[O:30])[CH2:13][C:12]=3[N:11]=[N:10]2)=[N:7][CH:8]=1. The reactants are [Cl-].[F:2][C:3]1[CH:4]=[N:5][C:6]([NH+:9]2[C:17]3[CH2:16][C@H:15]([CH3:18])[NH:14][CH2:13][C:12]=3[N:11]=[N:10]2)=[N:7][CH:8]=1.C(N(CC)CC)C.[F:26][C:27]1[C:35]([C:36]([F:39])([F:38])[F:37])=[CH:34][CH:33]=[CH:32][C:28]=1[C:29](Cl)=[O:30].C([O-])(O)=O.[Na+]. The catalyst is C(Cl)Cl.